Dataset: Plasma protein binding rate (PPBR) regression data from AstraZeneca. Task: Regression/Classification. Given a drug SMILES string, predict its absorption, distribution, metabolism, or excretion properties. Task type varies by dataset: regression for continuous measurements (e.g., permeability, clearance, half-life) or binary classification for categorical outcomes (e.g., BBB penetration, CYP inhibition). For this dataset (ppbr_az), we predict Y. (1) The drug is O=C(NS(=O)(=O)c1ccc(Cl)cc1)N1CCC(N2CCC(Oc3ccc(Cl)c(Cl)c3)CC2)CC1. The Y is 67.1 %. (2) The molecule is COc1cccc(-c2cc3c(N[C@H]4CCCNC4)ncc(C(N)=O)c3s2)c1. The Y is 95.6 %. (3) The drug is Cc1ccc(S(=O)(=O)Nc2ccc3nc(C)oc3c2)cc1. The Y is 97.9 %. (4) The molecule is Oc1ccc2cc(CNCCc3ccc(Br)cc3)c(-c3ccsc3)nc2c1. The Y is 99.8 %. (5) The compound is Cc1ccc(S(=O)(=O)Nc2c(C(=O)N(C)C3CCCCC3)cnn2-c2ccccc2)cc1. The Y is 98.3 %. (6) The molecule is CNc1c(Cl)cnc2[nH]c(-c3ccc(OCCN4CCOCC4)cc3)nc12. The Y is 98.1 %.